Dataset: Reaction yield outcomes from USPTO patents with 853,638 reactions. Task: Predict the reaction yield, written as a fraction of the theoretical maximum amount of product (1.0 means a 100% yield; for example, 0.34 means a 34% yield). (1) The yield is 0.150. The catalyst is C(Cl)Cl. The product is [C:9]([C:8]([CH3:12])([CH3:11])[C:5]1[CH:6]=[CH:7][C:2]([NH:1][C:21](=[O:22])[C:20]2[CH:24]=[CH:25][C:26]([O:27][CH3:28])=[C:18]([O:17][CH3:16])[CH:19]=2)=[CH:3][C:4]=1[CH:13]1[CH2:14][CH2:15]1)#[N:10]. The reactants are [NH2:1][C:2]1[CH:7]=[CH:6][C:5]([C:8]([CH3:12])([CH3:11])[C:9]#[N:10])=[C:4]([CH:13]2[CH2:15][CH2:14]2)[CH:3]=1.[CH3:16][O:17][C:18]1[CH:19]=[C:20]([CH:24]=[CH:25][C:26]=1[O:27][CH3:28])[C:21](Cl)=[O:22].C(N(CC)CC)C. (2) The reactants are CS[C:3]([N:8]1[CH2:12][CH2:11][CH2:10][CH:9]1[C:13]1[CH:17]=[C:16]([C:18]2[CH:23]=[CH:22][CH:21]=[C:20]([Cl:24])[CH:19]=2)[O:15][N:14]=1)=[N:4][CH:5]1[CH2:7][CH2:6]1.[C:25]([NH:33][NH2:34])(=O)[C:26]1[CH:31]=[CH:30][CH:29]=[N:28][CH:27]=1.N1C=CC=CC=1. The catalyst is CC(O)C. The product is [Cl:24][C:20]1[CH:19]=[C:18]([C:16]2[O:15][N:14]=[C:13]([CH:9]3[CH2:10][CH2:11][CH2:12][N:8]3[C:3]3[N:4]([CH:5]4[CH2:7][CH2:6]4)[C:25]([C:26]4[CH:27]=[N:28][CH:29]=[CH:30][CH:31]=4)=[N:33][N:34]=3)[CH:17]=2)[CH:23]=[CH:22][CH:21]=1. The yield is 0.550. (3) The product is [CH3:1][O:2][C:3]([C@@H:5]1[C@@H:9]([O:10][Si:29]([C:32]([CH3:35])([CH3:34])[CH3:33])([CH3:31])[CH3:30])[CH2:8][CH2:7][N:6]1[C:11]([NH:13][C:14]1[CH:19]=[CH:18][C:17]([C:20]#[N:21])=[C:16]([Cl:22])[C:15]=1[CH3:23])=[O:12])=[O:4]. The reactants are [CH3:1][O:2][C:3]([C@@H:5]1[C@@H:9]([OH:10])[CH2:8][CH2:7][N:6]1[C:11]([NH:13][C:14]1[CH:19]=[CH:18][C:17]([C:20]#[N:21])=[C:16]([Cl:22])[C:15]=1[CH3:23])=[O:12])=[O:4].N1C=CN=C1.[Si:29](Cl)([C:32]([CH3:35])([CH3:34])[CH3:33])([CH3:31])[CH3:30].CO. The catalyst is CN(C=O)C. The yield is 1.00.